From a dataset of Catalyst prediction with 721,799 reactions and 888 catalyst types from USPTO. Predict which catalyst facilitates the given reaction. (1) Reactant: [H-].[Na+].[CH3:3]I.[Br:5][CH2:6][CH2:7][C:8]1[C:16]2[C:11](=[CH:12][CH:13]=[C:14]([O:17][CH3:18])[CH:15]=2)[NH:10][CH:9]=1. Product: [Br:5][CH2:6][CH2:7][C:8]1[C:16]2[C:11](=[CH:12][CH:13]=[C:14]([O:17][CH3:18])[CH:15]=2)[N:10]([CH3:3])[CH:9]=1. The catalyst class is: 1. (2) Reactant: [NH2:1][C:2]1[C:11]2[C:6](=[CH:7][CH:8]=[CH:9][CH:10]=2)[N:5]=[C:4]([CH3:12])[CH:3]=1.C1N=CN([C:18]([N:20]2C=N[CH:22]=[CH:21]2)=[O:19])C=1. Product: [CH3:12][C:4]1[CH:3]=[C:2]([NH:1][C:18]([NH:20][C:21]2[C:22]3[C:6](=[CH:7][CH:8]=[CH:9][CH:10]=3)[N:5]=[C:4]([CH3:12])[CH:3]=2)=[O:19])[C:11]2[C:6](=[CH:7][CH:8]=[CH:9][CH:10]=2)[N:5]=1. The catalyst class is: 1. (3) Reactant: [CH3:1][N:2]([C:27]([O:29][CH2:30][CH2:31][CH2:32][CH3:33])=[O:28])[C@@H:3]([C:24]([OH:26])=[O:25])[CH2:4][NH:5][C:6](=[O:23])[CH2:7][CH:8]1[O:12][N:11]=[C:10]([C:13]2[CH:18]=[CH:17][C:16]([C:19]([NH2:22])=[N:20][OH:21])=[CH:15][CH:14]=2)[CH2:9]1.[C:34](OC(=O)C)(=O)[CH3:35]. Product: [CH3:1][N:2]([C:27]([O:29][CH2:30][CH2:31][CH2:32][CH3:33])=[O:28])[C@@H:3]([C:24]([OH:26])=[O:25])[CH2:4][NH:5][C:6](=[O:23])[CH2:7][CH:8]1[O:12][N:11]=[C:10]([C:13]2[CH:14]=[CH:15][C:16]([C:19]3[N:22]=[C:34]([CH3:35])[O:21][N:20]=3)=[CH:17][CH:18]=2)[CH2:9]1. The catalyst class is: 15. (4) Reactant: C=C[C:3]1[CH:8]=[CH:7][CH:6]=[CH:5]C=1.[NH2-].[Li+].[CH3:11][O:12][C:13]([CH3:19])([O:15]CC#C)[CH3:14].BrCC. Product: [CH3:11][O:12][C:13]([CH3:19])([O:15][CH2:5][C:6]#[C:7][CH2:8][CH3:3])[CH3:14]. The catalyst class is: 81.